Dataset: NCI-60 drug combinations with 297,098 pairs across 59 cell lines. Task: Regression. Given two drug SMILES strings and cell line genomic features, predict the synergy score measuring deviation from expected non-interaction effect. (1) Drug 1: C1C(C(OC1N2C=NC3=C(N=C(N=C32)Cl)N)CO)O. Drug 2: CS(=O)(=O)OCCCCOS(=O)(=O)C. Cell line: SF-539. Synergy scores: CSS=7.33, Synergy_ZIP=-5.55, Synergy_Bliss=-4.86, Synergy_Loewe=-4.03, Synergy_HSA=-4.17. (2) Drug 1: CC(C)(C#N)C1=CC(=CC(=C1)CN2C=NC=N2)C(C)(C)C#N. Cell line: NCI/ADR-RES. Synergy scores: CSS=-2.68, Synergy_ZIP=6.96, Synergy_Bliss=8.21, Synergy_Loewe=-8.03, Synergy_HSA=-1.18. Drug 2: C#CCC(CC1=CN=C2C(=N1)C(=NC(=N2)N)N)C3=CC=C(C=C3)C(=O)NC(CCC(=O)O)C(=O)O. (3) Drug 1: CS(=O)(=O)C1=CC(=C(C=C1)C(=O)NC2=CC(=C(C=C2)Cl)C3=CC=CC=N3)Cl. Drug 2: CC12CCC(CC1=CCC3C2CCC4(C3CC=C4C5=CN=CC=C5)C)O. Cell line: U251. Synergy scores: CSS=9.58, Synergy_ZIP=-2.57, Synergy_Bliss=3.92, Synergy_Loewe=4.87, Synergy_HSA=5.22.